This data is from Catalyst prediction with 721,799 reactions and 888 catalyst types from USPTO. The task is: Predict which catalyst facilitates the given reaction. (1) Reactant: Cl[C:2]1[N:7]=[CH:6][C:5]([CH2:8][C:9]2[CH:10]=[N:11][C:12]([O:22][CH3:23])=[C:13]([C:15]3[CH:20]=[CH:19][CH:18]=[C:17]([Cl:21])[CH:16]=3)[CH:14]=2)=[CH:4][N:3]=1.C(#N)C.[CH3:27][N:28]([CH3:32])[CH2:29][CH2:30][NH2:31].C(N(C(C)C)C(C)C)C. Product: [Cl:21][C:17]1[CH:16]=[C:15]([C:13]2[CH:14]=[C:9]([CH2:8][C:5]3[CH:4]=[N:3][C:2]([NH:31][CH2:30][CH2:29][N:28]([CH3:32])[CH3:27])=[N:7][CH:6]=3)[CH:10]=[N:11][C:12]=2[O:22][CH3:23])[CH:20]=[CH:19][CH:18]=1. The catalyst class is: 25. (2) Reactant: [Cl:1][C:2]1[N:7]=[C:6](Cl)[C:5]([C:9](=[O:11])[CH3:10])=[CH:4][N:3]=1.C(=O)([O-])O.[Na+].[CH:17]([NH2:20])([CH3:19])[CH3:18].C1CCCCC1. Product: [Cl:1][C:2]1[N:7]=[C:6]([NH:20][CH:17]([CH3:19])[CH3:18])[C:5]([C:9](=[O:11])[CH3:10])=[CH:4][N:3]=1. The catalyst class is: 1. (3) Reactant: C([O:8][C:9]1[CH:14]=[CH:13][C:12]([N:15]([CH3:66])[C:16]([C:18]2[CH:19]=[C:20]([C:27]3[CH:28]=[C:29]4[C:34](=[CH:35][C:36]=3[C:37]([N:39]3[C@H:48]([CH3:49])[CH2:47][C:46]5[C:41](=[CH:42][CH:43]=[CH:44][CH:45]=5)[CH2:40]3)=[O:38])[CH2:33][N:32]([C:50](=[O:65])[CH2:51][C:52]3[CH:57]=[CH:56][C:55]([CH2:58][N:59]5[CH2:64][CH2:63][O:62][CH2:61][CH2:60]5)=[CH:54][CH:53]=3)[CH2:31][CH2:30]4)[N:21]3[C:26]=2[CH2:25][CH2:24][CH2:23][CH2:22]3)=[O:17])=[CH:11][CH:10]=1)C1C=CC=CC=1.B(Cl)(Cl)Cl. Product: [OH:8][C:9]1[CH:10]=[CH:11][C:12]([N:15]([CH3:66])[C:16]([C:18]2[CH:19]=[C:20]([C:27]3[CH:28]=[C:29]4[C:34](=[CH:35][C:36]=3[C:37]([N:39]3[C@H:48]([CH3:49])[CH2:47][C:46]5[C:41](=[CH:42][CH:43]=[CH:44][CH:45]=5)[CH2:40]3)=[O:38])[CH2:33][N:32]([C:50](=[O:65])[CH2:51][C:52]3[CH:53]=[CH:54][C:55]([CH2:58][N:59]5[CH2:60][CH2:61][O:62][CH2:63][CH2:64]5)=[CH:56][CH:57]=3)[CH2:31][CH2:30]4)[N:21]3[C:26]=2[CH2:25][CH2:24][CH2:23][CH2:22]3)=[O:17])=[CH:13][CH:14]=1. The catalyst class is: 4. (4) Reactant: [F:1][C:2]1[CH:3]=[C:4]([CH2:28][N:29]2[CH2:32][CH:31]([C:33]([O:35][CH3:36])=[O:34])[CH2:30]2)[CH:5]=[CH:6][C:7]=1[C:8]1[S:9][C:10]2[C:15]([N:16]=1)=[CH:14][CH:13]=[C:12]([C:17]1([C:22]3[CH:27]=[CH:26][CH:25]=[CH:24][CH:23]=3)[CH2:21][CH:20]=[CH:19][CH2:18]1)[N:11]=2.O.CO. Product: [F:1][C:2]1[CH:3]=[C:4]([CH2:28][N:29]2[CH2:30][CH:31]([C:33]([O:35][CH3:36])=[O:34])[CH2:32]2)[CH:5]=[CH:6][C:7]=1[C:8]1[S:9][C:10]2[C:15]([N:16]=1)=[CH:14][CH:13]=[C:12]([C:17]1([C:22]3[CH:27]=[CH:26][CH:25]=[CH:24][CH:23]=3)[CH2:21][CH2:20][CH2:19][CH2:18]1)[N:11]=2. The catalyst class is: 354. (5) Reactant: [C:1]1([C:7]2[C:16]3[C:11](=[CH:12][N:13]=[CH:14][CH:15]=3)[C:10]3[CH:17]=[CH:18][C:19]([C:21]([O:23]C)=[O:22])=[CH:20][C:9]=3[N:8]=2)[CH:6]=[CH:5][CH:4]=[CH:3][CH:2]=1.CCO.[OH-].[Na+].Cl. Product: [C:1]1([C:7]2[C:16]3[C:11](=[CH:12][N:13]=[CH:14][CH:15]=3)[C:10]3[CH:17]=[CH:18][C:19]([C:21]([OH:23])=[O:22])=[CH:20][C:9]=3[N:8]=2)[CH:2]=[CH:3][CH:4]=[CH:5][CH:6]=1. The catalyst class is: 6. (6) Reactant: [C:1]1([OH:7])[CH:6]=[CH:5][CH:4]=[CH:3][CH:2]=1.[OH-].[Na+].C(Br)[CH2:11][Br:12]. Product: [Br:12][CH2:11][O:7][C:1]1[CH:6]=[CH:5][CH:4]=[CH:3][CH:2]=1. The catalyst class is: 8. (7) Reactant: CCN(C(C)C)C(C)C.[CH2:10]([O:12][C:13]1[C:22]([O:23][CH3:24])=[CH:21][C:20]2[C:19]([C:25]3[CH:33]=[CH:32][C:28]([C:29](O)=[O:30])=[CH:27][CH:26]=3)=[N:18][C@@H:17]3[CH2:34][CH2:35][S:36][CH2:37][C@@H:16]3[C:15]=2[CH:14]=1)[CH3:11].Cl.[F:39][C:40]1[CH:41]=[C:42]([CH:70]=[C:71]([F:75])[C:72]=1[O:73][CH3:74])[CH2:43][N:44]1[C:49]2[CH:50]=[C:51]([C:53]3[CH:58]=[CH:57][C:56]([F:59])=[CH:55][C:54]=3[O:60][CH3:61])[S:52][C:48]=2[C:47](=[O:62])[N:46]([CH:63]2[CH2:68][CH2:67][NH:66][CH2:65][CH2:64]2)[C:45]1=[O:69].CN(C(ON1N=NC2C=CC=CC1=2)=[N+](C)C)C.F[P-](F)(F)(F)(F)F.C(=O)(O)[O-].[Na+]. Product: [F:75][C:71]1[CH:70]=[C:42]([CH:41]=[C:40]([F:39])[C:72]=1[O:73][CH3:74])[CH2:43][N:44]1[C:49]2[CH:50]=[C:51]([C:53]3[CH:58]=[CH:57][C:56]([F:59])=[CH:55][C:54]=3[O:60][CH3:61])[S:52][C:48]=2[C:47](=[O:62])[N:46]([CH:63]2[CH2:64][CH2:65][N:66]([C:29]([C:28]3[CH:27]=[CH:26][C:25]([C:19]4[C:20]5[CH:21]=[C:22]([O:23][CH3:24])[C:13]([O:12][CH2:10][CH3:11])=[CH:14][C:15]=5[C@H:16]5[CH2:37][S:36][CH2:35][CH2:34][C@H:17]5[N:18]=4)=[CH:33][CH:32]=3)=[O:30])[CH2:67][CH2:68]2)[C:45]1=[O:69]. The catalyst class is: 2.